From a dataset of Forward reaction prediction with 1.9M reactions from USPTO patents (1976-2016). Predict the product of the given reaction. (1) The product is: [N:4]1[C:5]2[C:10](=[CH:9][CH:8]=[CH:7][CH:6]=2)[N:11]=[CH:12][C:3]=1[CH:2]=[O:1]. Given the reactants [OH2:1].[CH3:2][C:3]1[CH:12]=[N:11][C:10]2[C:5](=[CH:6][CH:7]=[CH:8][CH:9]=2)[N:4]=1, predict the reaction product. (2) The product is: [CH2:17]([N:14]1[CH2:13][CH2:12][C:11]2([C:4]3[C:5](=[CH:6][CH:7]=[CH:8][C:3]=3[CH2:2][NH:1][CH:46]3[CH2:44][CH2:12][CH2:11][CH2:10]3)[N:9]([C:24]3[C:25]4[C@H:32]([CH3:33])[CH2:31][CH2:30][C:26]=4[N:27]=[CH:28][N:29]=3)[CH2:10]2)[CH2:16][CH2:15]1)[C:3]1[CH:8]=[CH:7][CH:6]=[CH:5][CH:4]=1. Given the reactants [NH2:1][CH2:2][C:3]1[CH:8]=[CH:7][CH:6]=[C:5]2[N:9]([C:24]3[C:25]4[C@H:32]([CH3:33])[CH2:31][CH2:30][C:26]=4[N:27]=[CH:28][N:29]=3)[CH2:10][C:11]3([CH2:16][CH2:15][N:14]([C:17](OC(C)(C)C)=O)[CH2:13][CH2:12]3)[C:4]=12.[BH-](O[C:44]([CH3:46])=O)(OC(C)=O)OC(C)=O.[Na+], predict the reaction product.